Dataset: Reaction yield outcomes from USPTO patents with 853,638 reactions. Task: Predict the reaction yield, written as a fraction of the theoretical maximum amount of product (1.0 means a 100% yield; for example, 0.34 means a 34% yield). (1) The reactants are Cl[CH2:2][C:3]1[C:4]([N:9]2[CH2:13][CH2:12][C@@H:11]([F:14])[CH2:10]2)=[N:5][CH:6]=[CH:7][CH:8]=1.[OH:15][C:16]1[CH:23]=[CH:22][CH:21]=[C:20]([OH:24])[C:17]=1[CH:18]=[O:19].C(=O)([O-])[O-].[K+].[K+]. The catalyst is CN(C=O)C. The product is [F:14][C@@H:11]1[CH2:12][CH2:13][N:9]([C:4]2[C:3]([CH2:2][O:15][C:16]3[CH:23]=[CH:22][CH:21]=[C:20]([OH:24])[C:17]=3[CH:18]=[O:19])=[CH:8][CH:7]=[CH:6][N:5]=2)[CH2:10]1. The yield is 0.0500. (2) The reactants are [CH3:1][O:2][C:3]1[N:4]=[C:5]2[C:10](=[CH:11][CH:12]=1)[N:9]=[CH:8][CH:7]=[C:6]2[N:13]1[CH2:18][CH2:17][N:16]([CH2:19][CH2:20][N:21]2C(=O)C3C(=CC=CC=3)C2=O)[C:15](=[O:32])[CH2:14]1.O.NN. The catalyst is CCO. The product is [NH2:21][CH2:20][CH2:19][N:16]1[CH2:17][CH2:18][N:13]([C:6]2[C:5]3[C:10](=[CH:11][CH:12]=[C:3]([O:2][CH3:1])[N:4]=3)[N:9]=[CH:8][CH:7]=2)[CH2:14][C:15]1=[O:32]. The yield is 0.660. (3) The reactants are [CH2:1]([O:46][C:47]1([C:80]2[CH:85]=[CH:84][CH:83]=[CH:82][C:81]=2[C:86]#[CH:87])[C@H:51]2[C@H:52](O[Si](C(C)(C)C)(C)C)[N:53](C(OCC(Cl)(Cl)Cl)=O)[C:54]3[CH:61]=[CH:60][C:59]([O:62][CH3:63])=[CH:58][C:55]=3[C:56](=[O:57])[N:50]2[CH:49]=[CH:48]1)[CH2:2][CH2:3][O:4][C:5]1([C:38]2[CH:43]=[CH:42][CH:41]=[CH:40][C:39]=2[C:44]#[CH:45])[C@H:9]2[C@H:10](O[Si](C(C)(C)C)(C)C)[N:11](C(OCC(Cl)(Cl)Cl)=O)[C:12]3[CH:19]=[CH:18][C:17]([O:20][CH3:21])=[CH:16][C:13]=3[C:14](=[O:15])[N:8]2[CH:7]=[CH:6]1. The catalyst is C1COCC1. The product is [CH2:3]([O:4][C:5]1([C:38]2[CH:43]=[CH:42][CH:41]=[CH:40][C:39]=2[C:44]#[CH:45])[C@@H:9]2[CH:10]=[N:11][C:12]3[CH:19]=[CH:18][C:17]([O:20][CH3:21])=[CH:16][C:13]=3[C:14](=[O:15])[N:8]2[CH:7]=[CH:6]1)[CH2:2][CH2:1][O:46][C:47]1([C:80]2[CH:85]=[CH:84][CH:83]=[CH:82][C:81]=2[C:86]#[CH:87])[C@@H:51]2[CH:52]=[N:53][C:54]3[CH:61]=[CH:60][C:59]([O:62][CH3:63])=[CH:58][C:55]=3[C:56](=[O:57])[N:50]2[CH:49]=[CH:48]1. The yield is 0.380. (4) The reactants are [CH3:1][O:2][C:3]([C:5]1[CH:13]=[C:12]2[C:8]([C:9]([CH:16]=[O:17])=[CH:10][N:11]2[CH2:14][CH3:15])=[CH:7][CH:6]=1)=[O:4].[O-:18][Mn](=O)(=O)=O.[K+]. The catalyst is CC(C)=O.O. The product is [CH3:1][O:2][C:3]([C:5]1[CH:13]=[C:12]2[C:8]([C:9]([C:16]([OH:18])=[O:17])=[CH:10][N:11]2[CH2:14][CH3:15])=[CH:7][CH:6]=1)=[O:4]. The yield is 0.790. (5) The reactants are [N:1]1([C:10](=[O:32])/[CH:11]=[CH:12]/[C@@H:13]([NH:16][C:17]([C@@H:19]2[CH2:24][CH2:23][CH2:22][CH2:21][N:20]2C(OC(C)(C)C)=O)=[O:18])[CH2:14][CH3:15])[C:9]2[C:4](=[CH:5][CH:6]=[CH:7][CH:8]=2)[CH2:3][CH2:2]1.[OH:33][S:34]([OH:37])(=[O:36])=[O:35]. The catalyst is O1CCOCC1. The product is [S:34]([OH:37])([OH:36])(=[O:35])=[O:33].[N:1]1([C:10](=[O:32])/[CH:11]=[CH:12]/[C@@H:13]([NH:16][C:17]([C@@H:19]2[CH2:24][CH2:23][CH2:22][CH2:21][NH:20]2)=[O:18])[CH2:14][CH3:15])[C:9]2[C:4](=[CH:5][CH:6]=[CH:7][CH:8]=2)[CH2:3][CH2:2]1. The yield is 0.650. (6) The reactants are C(=O)([O-])[O-].[Na+].[Na+].[CH:7]([O:10][C:11]1[CH:16]=[CH:15][C:14]([CH3:17])=[CH:13][C:12]=1B(O)O)([CH3:9])[CH3:8].Br[C:22]1[CH:23]=[CH:24][C:25]([N:28]2[CH2:32][CH2:31][C@H:30]([CH2:33][NH:34][C:35](=[O:56])[C:36]3[CH:41]=[CH:40][C:39]([C:42]4[O:43][C:44]5[C:50]([CH:51]([CH3:53])[CH3:52])=[CH:49][C:48]([C:54]#[N:55])=[CH:47][C:45]=5[N:46]=4)=[CH:38][CH:37]=3)[CH2:29]2)=[N:26][CH:27]=1.O. The product is [C:54]([C:48]1[CH:49]=[C:50]([CH:51]([CH3:53])[CH3:52])[C:44]2[O:43][C:42]([C:39]3[CH:40]=[CH:41][C:36]([C:35]([NH:34][CH2:33][C@H:30]4[CH2:31][CH2:32][N:28]([C:25]5[CH:24]=[CH:23][C:22]([C:12]6[CH:13]=[C:14]([CH3:17])[CH:15]=[CH:16][C:11]=6[O:10][CH:7]([CH3:9])[CH3:8])=[CH:27][N:26]=5)[CH2:29]4)=[O:56])=[CH:37][CH:38]=3)=[N:46][C:45]=2[CH:47]=1)#[N:55]. The yield is 0.840. The catalyst is C1(C)C=CC=CC=1.C1C=CC([P]([Pd]([P](C2C=CC=CC=2)(C2C=CC=CC=2)C2C=CC=CC=2)([P](C2C=CC=CC=2)(C2C=CC=CC=2)C2C=CC=CC=2)[P](C2C=CC=CC=2)(C2C=CC=CC=2)C2C=CC=CC=2)(C2C=CC=CC=2)C2C=CC=CC=2)=CC=1.C(O)C.